From a dataset of Full USPTO retrosynthesis dataset with 1.9M reactions from patents (1976-2016). Predict the reactants needed to synthesize the given product. (1) Given the product [Br:19][C:17]1[CH:16]=[CH:15][C:12]([CH:13]2[C:2]([C:1]([O:7][CH2:8][CH3:9])=[O:6])=[C:3]([CH3:5])[NH:20][C:3]([CH3:5])=[C:2]2[C:1]([O:7][CH2:8][CH3:9])=[O:21])=[C:11]([F:10])[CH:18]=1, predict the reactants needed to synthesize it. The reactants are: [C:1]([O:7][CH2:8][CH3:9])(=[O:6])[CH2:2][C:3]([CH3:5])=O.[F:10][C:11]1[CH:18]=[C:17]([Br:19])[CH:16]=[CH:15][C:12]=1[CH:13]=O.[NH4+:20].[OH-:21]. (2) Given the product [C:19]([NH:18][C:10]1[O:11][C@H:12]([C:14]([F:17])([F:15])[F:16])[CH2:13][C@:8]([C:6]2[CH:7]=[C:2]([NH:1][C:30]([N:47]3[CH2:48][CH2:49][CH:44]([O:43][CH3:42])[CH2:45][CH2:46]3)=[O:31])[CH:3]=[CH:4][C:5]=2[F:28])([CH3:27])[N:9]=1)(=[O:26])[C:20]1[CH:21]=[CH:22][CH:23]=[CH:24][CH:25]=1, predict the reactants needed to synthesize it. The reactants are: [NH2:1][C:2]1[CH:3]=[CH:4][C:5]([F:28])=[C:6]([C@:8]2([CH3:27])[CH2:13][C@@H:12]([C:14]([F:17])([F:16])[F:15])[O:11][C:10]([NH:18][C:19](=[O:26])[C:20]3[CH:25]=[CH:24][CH:23]=[CH:22][CH:21]=3)=[N:9]2)[CH:7]=1.Cl[C:30](OC1C=CC([N+]([O-])=O)=CC=1)=[O:31].[CH3:42][O:43][CH:44]1[CH2:49][CH2:48][NH:47][CH2:46][CH2:45]1. (3) Given the product [N:9]1([CH2:14][C:15]2[CH:16]=[C:17]([CH:32]=[C:33]([Cl:35])[CH:34]=2)/[CH:18]=[CH:19]/[C:20]2[CH:25]=[CH:24][C:23]([N:26]3[CH2:27][CH2:28][N:29]([S:45]([C:41]4[CH:42]=[CH:43][CH:44]=[C:39]([O:38][C:37]([F:36])([F:49])[F:50])[CH:40]=4)(=[O:47])=[O:46])[CH2:30][CH2:31]3)=[CH:22][CH:21]=2)[CH:13]=[CH:12][N:11]=[CH:10]1, predict the reactants needed to synthesize it. The reactants are: C(N(CC)CC)C.Cl.[N:9]1([CH2:14][C:15]2[CH:16]=[C:17]([CH:32]=[C:33]([Cl:35])[CH:34]=2)/[CH:18]=[CH:19]/[C:20]2[CH:25]=[CH:24][C:23]([N:26]3[CH2:31][CH2:30][NH:29][CH2:28][CH2:27]3)=[CH:22][CH:21]=2)[CH:13]=[CH:12][N:11]=[CH:10]1.[F:36][C:37]([F:50])([F:49])[O:38][C:39]1[CH:40]=[C:41]([S:45](Cl)(=[O:47])=[O:46])[CH:42]=[CH:43][CH:44]=1. (4) Given the product [Cl:13][C:14]1[CH:19]=[CH:18][C:17]([C:20]2[NH:21][C:22]3[N:23]([N:27]=[C:28]([CH2:33][CH3:34])[C:29]=3[C:30](/[N:32]=[C:2](/[N:4]([CH3:6])[CH3:5])\[CH3:1])=[O:31])[C:24](=[O:26])[CH:25]=2)=[CH:16][C:15]=1[O:35][CH3:36], predict the reactants needed to synthesize it. The reactants are: [CH3:1][C:2]([N:4]([CH3:6])[CH3:5])=O.[CH3:1][C:2]([N:4]([CH3:6])[CH3:5])=O.[Cl:13][C:14]1[CH:19]=[CH:18][C:17]([C:20]2[NH:21][C:22]3[N:23]([N:27]=[C:28]([CH2:33][CH3:34])[C:29]=3[C:30]([NH2:32])=[O:31])[C:24](=[O:26])[CH:25]=2)=[CH:16][C:15]=1[O:35][CH3:36]. (5) The reactants are: [C:1]([NH:8][CH2:9][C:10](=[O:16])[CH2:11][CH2:12][C:13]([OH:15])=[O:14])([O:3][C:4]([CH3:7])([CH3:6])[CH3:5])=[O:2].O[CH2:18][CH2:19][CH2:20][CH2:21][CH2:22][CH2:23][CH2:24][CH2:25][CH2:26][CH2:27][CH2:28][C:29]([O:31][CH2:32][C:33]([Cl:36])([Cl:35])[Cl:34])=[O:30].C1(N=C=NC2CCCCC2)CCCCC1.N1C=CC=CC=1. Given the product [C:1]([NH:8][CH2:9][C:10](=[O:16])[CH2:11][CH2:12][C:13]([O:15][CH2:18][CH2:19][CH2:20][CH2:21][CH2:22][CH2:23][CH2:24][CH2:25][CH2:26][CH2:27][CH2:28][C:29]([O:31][CH2:32][C:33]([Cl:34])([Cl:35])[Cl:36])=[O:30])=[O:14])([O:3][C:4]([CH3:7])([CH3:6])[CH3:5])=[O:2], predict the reactants needed to synthesize it.